From a dataset of Full USPTO retrosynthesis dataset with 1.9M reactions from patents (1976-2016). Predict the reactants needed to synthesize the given product. Given the product [NH2:1][C:2]1([C:10]([NH2:11])=[O:12])[CH2:7][CH2:6][CH2:5][C:4]([CH3:8])([CH3:9])[CH2:3]1, predict the reactants needed to synthesize it. The reactants are: [NH2:1][C:2]1([C:10]#[N:11])[CH2:7][CH2:6][CH2:5][C:4]([CH3:9])([CH3:8])[CH2:3]1.[OH:12]S(O)(=O)=O.